From a dataset of Full USPTO retrosynthesis dataset with 1.9M reactions from patents (1976-2016). Predict the reactants needed to synthesize the given product. (1) The reactants are: Cl[C:2]1[C:11]2[C:6](=[CH:7][C:8]([O:14][CH3:15])=[C:9]([O:12][CH3:13])[CH:10]=2)[CH:5]=[C:4]([NH:16][C:17]2[CH:21]=[C:20]([CH3:22])[NH:19][N:18]=2)[N:3]=1.[CH3:23][OH:24]. Given the product [CH3:23][O:24][C:2]1[C:11]2[C:6](=[CH:7][C:8]([O:14][CH3:15])=[C:9]([O:12][CH3:13])[CH:10]=2)[CH:5]=[C:4]([NH:16][C:17]2[CH:21]=[C:20]([CH3:22])[NH:19][N:18]=2)[N:3]=1, predict the reactants needed to synthesize it. (2) The reactants are: NC1C(O)=CC=CC=1[C:9]([C:11]1[CH:16]=[CH:15][C:14]([CH:17]([CH3:19])[CH3:18])=[CH:13][CH:12]=1)=[O:10].BrC(Br)C.C(N(C(C)C)C(C)C)C. Given the product [CH:17]([C:14]1[CH:15]=[CH:16][C:11]([CH:9]=[O:10])=[CH:12][CH:13]=1)([CH3:19])[CH3:18], predict the reactants needed to synthesize it. (3) Given the product [Cl:11][C:4]1[CH:5]=[C:6]2[C:10](=[C:2]([C:17]([OH:19])=[O:18])[CH:3]=1)[NH:9][CH:8]=[CH:7]2, predict the reactants needed to synthesize it. The reactants are: Br[C:2]1[CH:3]=[C:4]([Cl:11])[CH:5]=[C:6]2[C:10]=1[NH:9][CH:8]=[CH:7]2.C([Li])CCC.[C:17](=[O:19])=[O:18].O. (4) Given the product [NH2:9][C:8]1[CH:7]=[CH:6][C:5]([CH:12]([CH3:18])[C:13]([O:15][CH2:16][CH3:17])=[O:14])=[CH:4][C:3]=1[O:2][CH3:1], predict the reactants needed to synthesize it. The reactants are: [CH3:1][O:2][C:3]1[CH:4]=[C:5]([CH:12]([CH3:18])[C:13]([O:15][CH2:16][CH3:17])=[O:14])[CH:6]=[CH:7][C:8]=1[N+:9]([O-])=O. (5) The reactants are: [NH:1]1[C:9]2[C:4](=[C:5]([C:10]3[N:11]=[C:12]([N:22]4[CH2:27][CH2:26][O:25][CH2:24][CH2:23]4)[C:13]4[S:18][C:17]([C:19](O)=[O:20])=[CH:16][C:14]=4[N:15]=3)[CH:6]=[CH:7][CH:8]=2)[CH:3]=[N:2]1.[CH3:28][NH:29][CH:30]1[CH2:34][CH2:33][NH:32][CH2:31]1. Given the product [NH:1]1[C:9]2[C:4](=[C:5]([C:10]3[N:11]=[C:12]([N:22]4[CH2:27][CH2:26][O:25][CH2:24][CH2:23]4)[C:13]4[S:18][C:17]([C:19]([N:32]5[CH2:33][CH2:34][CH:30]([NH:29][CH3:28])[CH2:31]5)=[O:20])=[CH:16][C:14]=4[N:15]=3)[CH:6]=[CH:7][CH:8]=2)[CH:3]=[N:2]1, predict the reactants needed to synthesize it.